Dataset: Forward reaction prediction with 1.9M reactions from USPTO patents (1976-2016). Task: Predict the product of the given reaction. (1) Given the reactants COC1C=CC(C[N:8]2[CH:12]=[C:11]([C:13]3[CH:14]=[C:15]([CH:18]=[CH:19][CH:20]=3)[C:16]#[N:17])[C:10]([C:21]3[N:22]=[C:23]([NH:26][C:27]4[N:32]=[CH:31][CH:30]=[CH:29][N:28]=4)[S:24][CH:25]=3)=[N:9]2)=CC=1, predict the reaction product. The product is: [N:28]1[CH:29]=[CH:30][CH:31]=[N:32][C:27]=1[NH:26][C:23]1[S:24][CH:25]=[C:21]([C:10]2[C:11]([C:13]3[CH:14]=[C:15]([CH:18]=[CH:19][CH:20]=3)[C:16]#[N:17])=[CH:12][NH:8][N:9]=2)[N:22]=1. (2) Given the reactants Br[C:2]1[CH:3]=[C:4]2[C:9](=[CH:10][CH:11]=1)[N:8]=[CH:7][N:6]=[C:5]2[C:12]1[CH:13]=[CH:14][C:15]([CH3:21])=[C:16]([CH:20]=1)[C:17]([OH:19])=[O:18].[CH3:22][O:23][C:24]1[N:29]=[CH:28][C:27](B(O)O)=[CH:26][CH:25]=1.[O-]P([O-])([O-])=O.[K+].[K+].[K+], predict the reaction product. The product is: [CH3:22][O:23][C:24]1[N:29]=[CH:28][C:27]([C:2]2[CH:3]=[C:4]3[C:9](=[CH:10][CH:11]=2)[N:8]=[CH:7][N:6]=[C:5]3[C:12]2[CH:13]=[CH:14][C:15]([CH3:21])=[C:16]([CH:20]=2)[C:17]([OH:19])=[O:18])=[CH:26][CH:25]=1. (3) The product is: [CH3:5][S:6]([C:9]1[CH:14]=[CH:13][C:12]([OH:15])=[C:11]([N+:1]([O-:4])=[O:2])[CH:10]=1)(=[O:7])=[O:8]. Given the reactants [N+:1]([O-:4])(O)=[O:2].[CH3:5][S:6]([C:9]1[CH:14]=[CH:13][C:12]([OH:15])=[CH:11][CH:10]=1)(=[O:8])=[O:7], predict the reaction product. (4) Given the reactants [Cl:1][C:2]1[C:10]2[N:9]=[N:8][N:7]([CH2:11][CH:12]3[CH2:14][CH2:13]3)[C:6]=2[CH:5]=[CH:4][C:3]=1[C:15]1[CH:34]=[CH:33][C:18]([CH2:19][N:20]2[CH2:25][CH2:24][N:23](C(OC(C)(C)C)=O)[CH2:22][CH2:21]2)=[CH:17][CH:16]=1.Cl.C(=O)(O)[O-].[Na+], predict the reaction product. The product is: [Cl:1][C:2]1[C:10]2[N:9]=[N:8][N:7]([CH2:11][CH:12]3[CH2:14][CH2:13]3)[C:6]=2[CH:5]=[CH:4][C:3]=1[C:15]1[CH:16]=[CH:17][C:18]([CH2:19][N:20]2[CH2:21][CH2:22][NH:23][CH2:24][CH2:25]2)=[CH:33][CH:34]=1. (5) Given the reactants [Li+].[OH-].C[O:4][C:5](=[O:26])[C:6]([NH:9][C:10](=[O:25])[C:11]1[CH:16]=[CH:15][C:14]([O:17][CH2:18][C:19]2[CH:24]=[CH:23][CH:22]=[CH:21][CH:20]=2)=[CH:13][CH:12]=1)([CH3:8])[CH3:7].O.C(O)(=O)CC(CC(O)=O)(C(O)=O)O, predict the reaction product. The product is: [CH2:18]([O:17][C:14]1[CH:15]=[CH:16][C:11]([C:10]([NH:9][C:6]([CH3:8])([CH3:7])[C:5]([OH:26])=[O:4])=[O:25])=[CH:12][CH:13]=1)[C:19]1[CH:20]=[CH:21][CH:22]=[CH:23][CH:24]=1. (6) Given the reactants [NH3:1].CO.C[O:5][C:6](=O)[CH2:7][O:8][C:9]1[CH:10]=[C:11]2[C:16](=[C:17]3[CH2:21][C:20]([CH3:23])([CH3:22])[O:19][C:18]=13)[C:15]([C:24]1[CH:29]=[CH:28][CH:27]=[CH:26][CH:25]=1)=[N:14][C:13]([CH3:31])([CH3:30])[CH2:12]2.[C-]#N.[Na+], predict the reaction product. The product is: [CH3:30][C:13]1([CH3:31])[CH2:12][C:11]2[C:16](=[C:17]3[CH2:21][C:20]([CH3:22])([CH3:23])[O:19][C:18]3=[C:9]([O:8][CH2:7][C:6]([NH2:1])=[O:5])[CH:10]=2)[C:15]([C:24]2[CH:29]=[CH:28][CH:27]=[CH:26][CH:25]=2)=[N:14]1. (7) Given the reactants [CH3:1][N:2]([CH3:25])[CH2:3][CH2:4][CH2:5][N-:6][CH2:7][CH2:8][CH2:9][CH2:10][CH2:11][CH2:12][CH2:13][CH2:14][CH2:15][CH2:16][CH2:17][CH2:18][CH2:19][CH2:20][CH2:21][CH2:22][CH2:23][CH3:24].[OH-:26].[Na+].[CH2:28]1[CH2:34][S:31](=[O:33])(=[O:32])[O:30][CH2:29]1, predict the reaction product. The product is: [CH3:25][N+:2]([CH2:3][CH2:4][CH2:5][NH:6][C:7](=[O:26])[CH2:8][CH2:9][CH2:10][CH2:11][CH2:12][CH2:13][CH2:14][CH2:15][CH2:16][CH2:17][CH2:18][CH2:19][CH2:20][CH2:21][CH2:22][CH2:23][CH3:24])([CH2:29][CH2:28][CH2:34][S:31]([O-:30])(=[O:33])=[O:32])[CH3:1]. (8) Given the reactants [CH:1]1([C:4]2[C:5]([O:18][CH2:19][C:20]3([CH3:28])[CH2:27][CH2:26][C:23]4([CH2:25][CH2:24]4)[CH2:22][CH2:21]3)=[CH:6][C:7]([F:17])=[C:8]([CH:16]=2)[C:9]([O:11]C(C)(C)C)=[O:10])[CH2:3][CH2:2]1.C1(OC)C=CC=CC=1.FC(F)(F)C(O)=O, predict the reaction product. The product is: [CH:1]1([C:4]2[C:5]([O:18][CH2:19][C:20]3([CH3:28])[CH2:27][CH2:26][C:23]4([CH2:24][CH2:25]4)[CH2:22][CH2:21]3)=[CH:6][C:7]([F:17])=[C:8]([CH:16]=2)[C:9]([OH:11])=[O:10])[CH2:2][CH2:3]1.